This data is from Forward reaction prediction with 1.9M reactions from USPTO patents (1976-2016). The task is: Predict the product of the given reaction. (1) Given the reactants [CH3:1][C:2]1[C:3](=O)[NH:4][CH:5]=[N:6][CH:7]=1.P(Cl)(Cl)([Cl:11])=O, predict the reaction product. The product is: [ClH:11].[Cl:11][C:3]1[C:2]([CH3:1])=[CH:7][N:6]=[CH:5][N:4]=1. (2) Given the reactants [Br:1][C:2]1[N:7]=[C:6]2[C:8]([C:11]([NH:13][C:14]([CH3:17])([CH3:16])[CH3:15])=[O:12])=[CH:9][NH:10][C:5]2=[N:4][CH:3]=1.Cl[C:19]([C:32]1[CH:37]=[CH:36][CH:35]=[CH:34][CH:33]=1)([C:26]1[CH:31]=[CH:30][CH:29]=[CH:28][CH:27]=1)[C:20]1[CH:25]=[CH:24][CH:23]=[CH:22][CH:21]=1.C(N(CC)CC)C.O, predict the reaction product. The product is: [Br:1][C:2]1[N:7]=[C:6]2[C:8]([C:11]([NH:13][C:14]([CH3:17])([CH3:16])[CH3:15])=[O:12])=[CH:9][N:10]([C:19]([C:20]3[CH:25]=[CH:24][CH:23]=[CH:22][CH:21]=3)([C:32]3[CH:33]=[CH:34][CH:35]=[CH:36][CH:37]=3)[C:26]3[CH:27]=[CH:28][CH:29]=[CH:30][CH:31]=3)[C:5]2=[N:4][CH:3]=1. (3) Given the reactants [Cl:1][C:2]1[CH:3]=[C:4]([CH:21]=[CH:22][C:23]=1[Cl:24])[CH2:5][N:6]([CH3:20])[C:7]([C:9]1[CH2:13][N:12]([CH2:14][C:15]([OH:17])=O)[C:11](=[O:18])[C:10]=1[OH:19])=[O:8].[NH:25]1[CH2:30][CH2:29][O:28][CH2:27][CH2:26]1, predict the reaction product. The product is: [Cl:1][C:2]1[CH:3]=[C:4]([CH:21]=[CH:22][C:23]=1[Cl:24])[CH2:5][N:6]([CH3:20])[C:7]([C:9]1[CH2:13][N:12]([CH2:14][C:15]([N:25]2[CH2:30][CH2:29][O:28][CH2:27][CH2:26]2)=[O:17])[C:11](=[O:18])[C:10]=1[OH:19])=[O:8]. (4) Given the reactants [CH3:1][C:2]1([CH3:18])[C:6]2[NH:7][N:8]=[CH:9][C:5]=2[C@@H:4]([C:10]2[CH:17]=[CH:16][C:13]([C:14]#[N:15])=[CH:12][CH:11]=2)[CH2:3]1.[OH2:19], predict the reaction product. The product is: [OH2:19].[CH3:1][C:2]1([CH3:18])[C:6]2[NH:7][N:8]=[CH:9][C:5]=2[C@@H:4]([C:10]2[CH:17]=[CH:16][C:13]([C:14]#[N:15])=[CH:12][CH:11]=2)[CH2:3]1.[CH3:1][C:2]1([CH3:18])[C:6]2[NH:7][N:8]=[CH:9][C:5]=2[C@@H:4]([C:10]2[CH:17]=[CH:16][C:13]([C:14]#[N:15])=[CH:12][CH:11]=2)[CH2:3]1.